From a dataset of Forward reaction prediction with 1.9M reactions from USPTO patents (1976-2016). Predict the product of the given reaction. (1) Given the reactants Br[C:2]1[CH:3]=[C:4]2[C:9](=[CH:10][CH:11]=1)[C:8]([CH2:12][N:13]1[C:19](=[O:20])[C@@H:18]([NH:21][C:22](=[O:34])[C@@H:23]([N:25]([CH3:33])[C:26](=[O:32])[O:27][C:28]([CH3:31])([CH3:30])[CH3:29])[CH3:24])[CH2:17][O:16][C:15]3[CH:35]=[CH:36][CH:37]=[CH:38][C:14]1=3)=[C:7]([O:39][CH3:40])[CH:6]=[CH:5]2.C1(P(C2C=CC=CC=2)C2[C:61]3[O:60][C:59]4C(=CC=CC=4P(C4C=CC=CC=4)C4C=CC=CC=4)C(C)(C)C=3C=CC=2)C=CC=CC=1.C[OH:84], predict the reaction product. The product is: [C:28]([O:27][C:26]([N:25]([CH3:33])[C@@H:23]([CH3:24])[C:22]([NH:21][C@H:18]1[CH2:17][O:16][C:15]2[CH:35]=[CH:36][CH:37]=[CH:38][C:14]=2[N:13]([CH2:12][C:8]2[C:7]([O:39][CH3:40])=[CH:6][CH:5]=[C:4]3[C:9]=2[CH:10]=[CH:11][C:2]([C:59]([O:60][CH3:61])=[O:84])=[CH:3]3)[C:19]1=[O:20])=[O:34])=[O:32])([CH3:30])([CH3:31])[CH3:29]. (2) Given the reactants [NH2:1][C:2]1[N:3]([CH3:24])[C:4](=[O:23])[C:5]2([N:22]=1)[C:18]1[CH:17]=[C:16](Br)[CH:15]=[CH:14][C:13]=1[O:12][C:11]1[C:6]2=[CH:7][C:8]([O:20][CH3:21])=[CH:9][CH:10]=1.[N:25]1[CH:30]=[C:29](B(O)O)[CH:28]=[N:27][CH:26]=1.COCCOC.C(=O)([O-])[O-].[Na+].[Na+], predict the reaction product. The product is: [NH2:1][C:2]1[N:3]([CH3:24])[C:4](=[O:23])[C:5]2([N:22]=1)[C:6]1[CH:7]=[C:8]([O:20][CH3:21])[CH:9]=[CH:10][C:11]=1[O:12][C:13]1[C:18]2=[CH:17][C:16]([C:29]2[CH:30]=[N:25][CH:26]=[N:27][CH:28]=2)=[CH:15][CH:14]=1. (3) Given the reactants [NH2:1][C:2]1[N:7]=[CH:6][N:5]=[C:4]2[N:8]([CH:19]([C:21]3[O:22][C:23](=[O:39])[C:24]4[C:29]([C:30]=3[C:31]3[CH:32]=[C:33]([CH:36]=[CH:37][CH:38]=3)[CH:34]=O)=[CH:28][CH:27]=[CH:26][CH:25]=4)[CH3:20])[N:9]=[C:10]([C:11]3[CH:16]=[C:15]([OH:17])[CH:14]=[C:13]([F:18])[CH:12]=3)[C:3]=12.CC(O)=O.[CH3:44][NH:45][CH3:46].[O-]S([O-])(=O)=O.[Na+].[Na+].[BH-](OC(C)=O)(OC(C)=O)OC(C)=O.[Na+].C(Cl)[Cl:69], predict the reaction product. The product is: [ClH:69].[NH2:1][C:2]1[N:7]=[CH:6][N:5]=[C:4]2[N:8]([CH:19]([C:21]3[O:22][C:23](=[O:39])[C:24]4[C:29]([C:30]=3[C:31]3[CH:38]=[CH:37][CH:36]=[C:33]([CH2:34][N:45]([CH3:46])[CH3:44])[CH:32]=3)=[CH:28][CH:27]=[CH:26][CH:25]=4)[CH3:20])[N:9]=[C:10]([C:11]3[CH:16]=[C:15]([OH:17])[CH:14]=[C:13]([F:18])[CH:12]=3)[C:3]=12. (4) Given the reactants [F:1][C:2]1[CH:8]=[C:7]([F:9])[CH:6]=[C:5]([CH2:10]SC)[C:3]=1[NH2:4], predict the reaction product. The product is: [F:1][C:2]1[CH:8]=[C:7]([F:9])[CH:6]=[C:5]([CH3:10])[C:3]=1[NH2:4]. (5) Given the reactants [F:1][C:2]([F:30])([F:29])[CH2:3][CH2:4][NH:5][C:6](=[O:28])[C:7]1[CH:12]=[C:11]([N+:13]([O-])=O)[C:10]([NH:16][CH3:17])=[CH:9][C:8]=1[N:18]1[CH2:23][CH2:22][CH:21]([C:24]([F:27])([F:26])[F:25])[CH2:20][CH2:19]1.C1COCC1, predict the reaction product. The product is: [F:30][C:2]([F:1])([F:29])[CH2:3][CH2:4][NH:5][C:6](=[O:28])[C:7]1[CH:12]=[C:11]([NH2:13])[C:10]([NH:16][CH3:17])=[CH:9][C:8]=1[N:18]1[CH2:19][CH2:20][CH:21]([C:24]([F:27])([F:26])[F:25])[CH2:22][CH2:23]1. (6) The product is: [CH3:34][O:33][C:28]1[CH:29]=[CH:30][CH:31]=[CH:32][C:27]=1[C:4]([CH3:3])([C:10](=[O:12])[CH3:11])[C:5]([O:7][CH2:8][CH3:9])=[O:6]. Given the reactants [H-].[Na+].[CH3:3][CH:4]([C:10](=[O:12])[CH3:11])[C:5]([O:7][CH2:8][CH3:9])=[O:6].F[B-](F)(F)F.[CH3:34][O:33][C:28]1[CH:29]=[CH:30][CH:31]=[CH:32][C:27]=1[I+][C:27]1[CH:32]=[CH:31][CH:30]=[CH:29][C:28]=1[O:33][CH3:34], predict the reaction product. (7) The product is: [Cl:22][C:15]1[N:14]=[C:13]([N:12]([CH2:11][CH2:10][CH2:9][OH:8])[CH3:23])[C:20]([F:21])=[CH:19][C:16]=1[C:17]#[N:18]. Given the reactants [Si]([O:8][CH2:9][CH2:10][CH2:11][N:12]([CH3:23])[C:13]1[C:20]([F:21])=[CH:19][C:16]([C:17]#[N:18])=[C:15]([Cl:22])[N:14]=1)(C(C)(C)C)(C)C, predict the reaction product. (8) The product is: [CH3:1][C:2]1[CH:3]=[CH:4][C:5]([CH2:6][NH:7][C:8](=[O:20])[CH2:9][CH2:10][C:11]2[CH:16]=[CH:15][C:14]([O:17][CH2:25][CH:24]=[CH2:23])=[C:13]([O:18][CH3:19])[CH:12]=2)=[CH:21][CH:22]=1. Given the reactants [CH3:1][C:2]1[CH:22]=[CH:21][C:5]([CH2:6][NH:7][C:8](=[O:20])[CH2:9][CH2:10][C:11]2[CH:16]=[CH:15][C:14]([OH:17])=[C:13]([O:18][CH3:19])[CH:12]=2)=[CH:4][CH:3]=1.[CH2:23](Br)[CH:24]=[CH2:25].C(=O)([O-])[O-].[K+].[K+].CN(C)C=O, predict the reaction product.